From a dataset of Catalyst prediction with 721,799 reactions and 888 catalyst types from USPTO. Predict which catalyst facilitates the given reaction. (1) Reactant: [Cl:1][C:2]1[CH:3]=[C:4]([CH:8]=[CH:9][N:10]=1)[C:5]([OH:7])=[O:6].[CH2:11](O)[CH3:12].OS(O)(=O)=O. Product: [CH2:11]([O:6][C:5](=[O:7])[C:4]1[CH:8]=[CH:9][N:10]=[C:2]([Cl:1])[CH:3]=1)[CH3:12]. The catalyst class is: 13. (2) Reactant: C(OC([NH:11][CH2:12][C:13]([NH:15][CH2:16][CH2:17][CH2:18][C@@H:19]([C:28]([NH:30][CH2:31][CH2:32][NH:33][C:34]([O:36][C:37]([CH3:40])([CH3:39])[CH3:38])=[O:35])=[O:29])[NH:20][C:21]([O:23][C:24]([CH3:27])([CH3:26])[CH3:25])=[O:22])=[O:14])=O)C1C=CC=CC=1. Product: [NH2:11][CH2:12][C:13]([NH:15][CH2:16][CH2:17][CH2:18][C@@H:19]([C:28]([NH:30][CH2:31][CH2:32][NH:33][C:34]([O:36][C:37]([CH3:40])([CH3:39])[CH3:38])=[O:35])=[O:29])[NH:20][C:21]([O:23][C:24]([CH3:26])([CH3:27])[CH3:25])=[O:22])=[O:14]. The catalyst class is: 29. (3) The catalyst class is: 23. Reactant: [NH:1]1[CH2:6][CH2:5][CH:4]([C:7]2[NH:11][C:10]3[CH:12]=[CH:13][C:14]([C:16]#[N:17])=[CH:15][C:9]=3[N:8]=2)[CH2:3][CH2:2]1.[Cl:18][C:19]1[C:24](Cl)=[N:23][CH:22]=[CH:21][N:20]=1.C([O-])([O-])=O.[K+].[K+]. Product: [Cl:18][C:19]1[C:24]([N:1]2[CH2:2][CH2:3][CH:4]([C:7]3[NH:11][C:10]4[CH:12]=[CH:13][C:14]([C:16]#[N:17])=[CH:15][C:9]=4[N:8]=3)[CH2:5][CH2:6]2)=[N:23][CH:22]=[CH:21][N:20]=1. (4) Reactant: [F:1][C:2]([F:39])([F:38])[C:3]1[CH:4]=[C:5]([CH:31]=[C:32]([C:34]([F:37])([F:36])[F:35])[CH:33]=1)[CH2:6][N:7]([CH2:14][C:15]1[C:16]([N:22]([CH2:25][CH:26]2[CH2:30][CH2:29][CH2:28][CH2:27]2)[CH2:23][CH3:24])=[N:17][CH:18]=[C:19](Br)[CH:20]=1)[C:8]1[N:9]=[N:10][N:11]([CH3:13])[N:12]=1.C(=O)([O-])[O-].[Cs+].[Cs+].[NH:46]1[CH2:50][CH2:49][CH2:48][C:47]1=[O:51]. Product: [F:1][C:2]([F:39])([F:38])[C:3]1[CH:4]=[C:5]([CH:31]=[C:32]([C:34]([F:37])([F:36])[F:35])[CH:33]=1)[CH2:6][N:7]([CH2:14][C:15]1[CH:20]=[C:19]([N:46]2[CH2:50][CH2:49][CH2:48][C:47]2=[O:51])[CH:18]=[N:17][C:16]=1[N:22]([CH2:25][CH:26]1[CH2:30][CH2:29][CH2:28][CH2:27]1)[CH2:23][CH3:24])[C:8]1[N:9]=[N:10][N:11]([CH3:13])[N:12]=1. The catalyst class is: 62. (5) Reactant: [C:1](Cl)(=[O:5])[O:2][CH2:3][CH3:4].[F:7][C:8]1[CH:13]=[CH:12][C:11]([C:14]2[S:18][C:17]([S:19]([N:22]3[CH2:27][CH2:26][NH:25][CH2:24][C@@H:23]3[C:28]([NH:30][O:31][CH:32]3[CH2:37][CH2:36][CH2:35][CH2:34][O:33]3)=[O:29])(=[O:21])=[O:20])=[CH:16][CH:15]=2)=[CH:10][CH:9]=1.C(N(CC)CC)C. Product: [CH2:3]([O:2][C:1]([N:25]1[CH2:26][CH2:27][N:22]([S:19]([C:17]2[S:18][C:14]([C:11]3[CH:12]=[CH:13][C:8]([F:7])=[CH:9][CH:10]=3)=[CH:15][CH:16]=2)(=[O:21])=[O:20])[C@@H:23]([C:28]([NH:30][O:31][CH:32]2[CH2:37][CH2:36][CH2:35][CH2:34][O:33]2)=[O:29])[CH2:24]1)=[O:5])[CH3:4]. The catalyst class is: 22. (6) Reactant: C1CCN2C(=NCCC2)CC1.[Cl:12][C:13]1[C:14]([C:34]2[CH:39]=[CH:38][C:37]([C:40]3[CH:45]=[CH:44][CH:43]=[CH:42][CH:41]=3)=[CH:36][CH:35]=2)=[CH:15][C:16]2[N:20]=[C:19](S(C)(=O)=O)[N:18]([CH2:25][O:26][CH2:27][CH2:28][Si:29]([CH3:32])([CH3:31])[CH3:30])[C:17]=2[CH:33]=1.[C:46]([Si:50]1([C:60]([CH3:63])([CH3:62])[CH3:61])[O:55][C@H:54]2[C@H:56]([OH:59])[CH2:57][O:58][C@@H:53]2[CH2:52][O:51]1)([CH3:49])([CH3:48])[CH3:47]. Product: [C:60]([Si:50]1([C:46]([CH3:49])([CH3:48])[CH3:47])[O:55][C@H:54]2[C@H:56]([O:59][C:19]3[N:18]([CH2:25][O:26][CH2:27][CH2:28][Si:29]([CH3:32])([CH3:31])[CH3:30])[C:17]4[CH:33]=[C:13]([Cl:12])[C:14]([C:34]5[CH:39]=[CH:38][C:37]([C:40]6[CH:45]=[CH:44][CH:43]=[CH:42][CH:41]=6)=[CH:36][CH:35]=5)=[CH:15][C:16]=4[N:20]=3)[CH2:57][O:58][C@@H:53]2[CH2:52][O:51]1)([CH3:63])([CH3:62])[CH3:61]. The catalyst class is: 39. (7) Reactant: [OH-].[Na+].C([O:5][C:6]([C:8]1[CH:13]=[CH:12][CH:11]=[C:10]([C:14]2[CH:19]=[CH:18][C:17]([C@@H:20]([N:22]3[CH2:27][CH2:26][C@:25]([CH2:34][C:35]([OH:38])([CH3:37])[CH3:36])([C:28]4[CH:33]=[CH:32][CH:31]=[CH:30][CH:29]=4)[O:24][C:23]3=[O:39])[CH3:21])=[CH:16][CH:15]=2)[N:9]=1)=[O:7])C.Cl. Product: [OH:38][C:35]([CH3:36])([CH3:37])[CH2:34][C@@:25]1([C:28]2[CH:33]=[CH:32][CH:31]=[CH:30][CH:29]=2)[O:24][C:23](=[O:39])[N:22]([C@H:20]([C:17]2[CH:18]=[CH:19][C:14]([C:10]3[N:9]=[C:8]([C:6]([OH:7])=[O:5])[CH:13]=[CH:12][CH:11]=3)=[CH:15][CH:16]=2)[CH3:21])[CH2:27][CH2:26]1. The catalyst class is: 5.